This data is from Forward reaction prediction with 1.9M reactions from USPTO patents (1976-2016). The task is: Predict the product of the given reaction. (1) Given the reactants [F:1][C:2]1[CH:30]=[C:29]([I:31])[CH:28]=[CH:27][C:3]=1[NH:4][C:5]1[C:10]([C:11]([NH:13][CH2:14][CH2:15][CH2:16][OH:17])=[O:12])=[CH:9][N:8]([CH2:18][C:19]([O:21]C(C)(C)C)=[O:20])[C:7](=[O:26])[CH:6]=1.[OH-].[Na+].CCOC(C)=O.CO, predict the reaction product. The product is: [F:1][C:2]1[CH:30]=[C:29]([I:31])[CH:28]=[CH:27][C:3]=1[NH:4][C:5]1[C:10]([C:11]([NH:13][CH2:14][CH2:15][CH2:16][OH:17])=[O:12])=[CH:9][N:8]([CH2:18][C:19]([OH:21])=[O:20])[C:7](=[O:26])[CH:6]=1. (2) Given the reactants [C@H:1]1([NH:11][C:12]([C@H:14]2[NH:19][CH2:18][CH2:17][N:16]([C:20]([O:22][CH2:23][C:24]3[CH:29]=[CH:28][CH:27]=[CH:26][CH:25]=3)=[O:21])[CH2:15]2)=[O:13])[C:10]2[C:5](=[CH:6][CH:7]=[CH:8][CH:9]=2)[CH2:4][CH2:3][CH2:2]1.[C:30]([NH:37][C@H:38]([C:42](O)=[O:43])[CH:39]([CH3:41])[CH3:40])([O:32][C:33]([CH3:36])([CH3:35])[CH3:34])=[O:31].CCN(C(C)C)C(C)C.CN(C(ON1N=NC2C=CC=CC1=2)=[N+](C)C)C.F[P-](F)(F)(F)(F)F.C1C=CC2N(O)N=NC=2C=1, predict the reaction product. The product is: [C:33]([O:32][C:30]([NH:37][C@@H:38]([CH:39]([CH3:41])[CH3:40])[C:42]([N:19]1[CH2:18][CH2:17][N:16]([C:20]([O:22][CH2:23][C:24]2[CH:25]=[CH:26][CH:27]=[CH:28][CH:29]=2)=[O:21])[CH2:15][C@H:14]1[C:12]([NH:11][C@H:1]1[C:10]2[C:5](=[CH:6][CH:7]=[CH:8][CH:9]=2)[CH2:4][CH2:3][CH2:2]1)=[O:13])=[O:43])=[O:31])([CH3:36])([CH3:35])[CH3:34]. (3) Given the reactants [Cl:1][C:2]1[CH:3]=[C:4]([C@@H:10]2[CH2:14][C:13](=[O:15])[N:12]([C:16]([O:18][C:19]([CH3:22])([CH3:21])[CH3:20])=[O:17])[C@H:11]2[CH3:23])[CH:5]=[CH:6][C:7]=1[O:8][CH3:9].[Li+].[CH3:25][Si]([N-][Si](C)(C)C)(C)C.CI, predict the reaction product. The product is: [Cl:1][C:2]1[CH:3]=[C:4]([C@@H:10]2[C@@H:14]([CH3:25])[C:13](=[O:15])[N:12]([C:16]([O:18][C:19]([CH3:22])([CH3:21])[CH3:20])=[O:17])[C@H:11]2[CH3:23])[CH:5]=[CH:6][C:7]=1[O:8][CH3:9]. (4) Given the reactants [O:1]1[CH2:6][CH2:5][N:4]([CH2:7][CH2:8][N:9]([C:14]2[CH:22]=[CH:21][CH:20]=[C:19]3[C:15]=2[CH:16]=[CH:17][N:18]3[CH2:23][C:24]([OH:26])=[O:25])[S:10]([CH3:13])(=[O:12])=[O:11])[CH2:3][CH2:2]1.[Cl:27][C:28]1[CH:29]=[N+:30]([O-:53])[CH:31]=[C:32]([Cl:52])[C:33]=1[CH2:34][C@@H:35]([C:37]1[CH:42]=[CH:41][C:40]([O:43][CH:44]([F:46])[F:45])=[C:39]([O:47][CH2:48][CH:49]2[CH2:51][CH2:50]2)[CH:38]=1)O.C(Cl)CCl, predict the reaction product. The product is: [Cl:27][C:28]1[CH:29]=[N+:30]([O-:53])[CH:31]=[C:32]([Cl:52])[C:33]=1[CH2:34][C@@H:35]([C:37]1[CH:42]=[CH:41][C:40]([O:43][CH:44]([F:46])[F:45])=[C:39]([O:47][CH2:48][CH:49]2[CH2:51][CH2:50]2)[CH:38]=1)[O:25][C:24](=[O:26])[CH2:23][N:18]1[C:19]2[C:15](=[C:14]([N:9]([CH2:8][CH2:7][N:4]3[CH2:5][CH2:6][O:1][CH2:2][CH2:3]3)[S:10]([CH3:13])(=[O:12])=[O:11])[CH:22]=[CH:21][CH:20]=2)[CH:16]=[CH:17]1. (5) Given the reactants [CH3:1][C:2]1[O:6][N:5]=[C:4]([C:7]2[CH:12]=[CH:11][CH:10]=[CH:9][CH:8]=2)[C:3]=1[C:13]([NH:15][NH2:16])=[O:14].[F:17][CH:18]([F:29])[O:19][C:20]1[CH:28]=[CH:27][C:23]([C:24](O)=O)=[CH:22][CH:21]=1, predict the reaction product. The product is: [F:17][CH:18]([F:29])[O:19][C:20]1[CH:28]=[CH:27][C:23]([C:24]2[O:14][C:13]([C:3]3[C:4]([C:7]4[CH:12]=[CH:11][CH:10]=[CH:9][CH:8]=4)=[N:5][O:6][C:2]=3[CH3:1])=[N:15][N:16]=2)=[CH:22][CH:21]=1.